Dataset: Forward reaction prediction with 1.9M reactions from USPTO patents (1976-2016). Task: Predict the product of the given reaction. (1) Given the reactants [CH3:1][S:2](Cl)(=[O:4])=[O:3].[Br:6][C:7]1[CH:12]=[CH:11][C:10]([CH2:13][NH2:14])=[CH:9][C:8]=1[Cl:15].N1C=CC=CC=1, predict the reaction product. The product is: [Br:6][C:7]1[CH:12]=[CH:11][C:10]([CH2:13][NH:14][S:2]([CH3:1])(=[O:4])=[O:3])=[CH:9][C:8]=1[Cl:15]. (2) Given the reactants CCCP1(OP(CCC)(=O)OP(CCC)(=O)O1)=O.Cl.[CH:20]([O:23][CH2:24][CH2:25][S:26]([NH:29][C:30]1[CH:31]=[C:32]2[C:37](=[CH:38][CH:39]=1)[CH2:36][NH:35][CH2:34][CH2:33]2)(=[O:28])=[O:27])([CH3:22])[CH3:21].[N:40]1[CH:45]=[CH:44][CH:43]=[C:42]([O:46][CH2:47][C:48](O)=[O:49])[CH:41]=1.C(N(CC)CC)C, predict the reaction product. The product is: [CH:20]([O:23][CH2:24][CH2:25][S:26]([NH:29][C:30]1[CH:31]=[C:32]2[C:37](=[CH:38][CH:39]=1)[CH2:36][N:35]([C:48](=[O:49])[CH2:47][O:46][C:42]1[CH:41]=[N:40][CH:45]=[CH:44][CH:43]=1)[CH2:34][CH2:33]2)(=[O:28])=[O:27])([CH3:22])[CH3:21].